From a dataset of Full USPTO retrosynthesis dataset with 1.9M reactions from patents (1976-2016). Predict the reactants needed to synthesize the given product. (1) Given the product [ClH:14].[CH3:1][CH:2]([N:5]1[CH:9]=[CH:8][N:7]=[C:6]1[CH2:10][Cl:14])[CH2:3][CH3:4], predict the reactants needed to synthesize it. The reactants are: [CH3:1][CH:2]([N:5]1[CH:9]=[CH:8][N:7]=[C:6]1[CH2:10]O)[CH2:3][CH3:4].S(Cl)([Cl:14])=O. (2) Given the product [NH:8]1[CH2:9][CH:10]([N:12]2[CH2:17][CH2:16][N:15]3[C:18](=[O:21])[CH2:19][CH2:20][C@@H:14]3[CH2:13]2)[CH2:11]1, predict the reactants needed to synthesize it. The reactants are: C1(C(C2C=CC=CC=2)[N:8]2[CH2:11][CH:10]([N:12]3[CH2:17][CH2:16][N:15]4[C:18](=[O:21])[CH2:19][CH2:20][C@@H:14]4[CH2:13]3)[CH2:9]2)C=CC=CC=1.